Dataset: Catalyst prediction with 721,799 reactions and 888 catalyst types from USPTO. Task: Predict which catalyst facilitates the given reaction. Reactant: C(O[CH2:5][C:6]1[S:10][C:9]([NH:11][C:12]([C:14]2[N:15]=[CH:16][C:17]([N:20]3[CH2:25][CH2:24][CH:23]([C:26]([O:28]CC)=[O:27])[CH2:22][CH2:21]3)=[N:18][CH:19]=2)=[O:13])=[N:8][C:7]=1[C:31]1[CH:36]=[C:35]([C:37]([F:40])([F:39])[F:38])[CH:34]=[C:33]([O:41][CH3:42])[CH:32]=1)(=O)C.CN(C)C=O.[ClH:48].[CH3:49][C@@H:50]1[CH2:55][CH2:54][CH2:53][CH2:52][NH:51]1.C(N(C(C)C)CC)(C)C. Product: [ClH:48].[ClH:48].[CH3:42][O:41][C:33]1[CH:32]=[C:31]([C:7]2[N:8]=[C:9]([NH:11][C:12]([C:14]3[N:15]=[CH:16][C:17]([N:20]4[CH2:21][CH2:22][CH:23]([C:26]([OH:28])=[O:27])[CH2:24][CH2:25]4)=[N:18][CH:19]=3)=[O:13])[S:10][C:6]=2[CH2:5][N:51]2[CH2:52][CH2:53][CH2:54][CH2:55][C@H:50]2[CH3:49])[CH:36]=[C:35]([C:37]([F:40])([F:39])[F:38])[CH:34]=1. The catalyst class is: 13.